This data is from Catalyst prediction with 721,799 reactions and 888 catalyst types from USPTO. The task is: Predict which catalyst facilitates the given reaction. (1) Reactant: [NH2:1][C:2]1[CH:3]=[C:4]([C:9]([O:12][CH3:13])=[CH:10][N:11]=1)[C:5]([O:7][CH3:8])=[O:6].Br[CH:15]([CH2:22][CH:23]1[CH2:28][CH2:27][C:26]([F:30])([F:29])[CH2:25][CH2:24]1)[C:16](=O)[C:17]([F:20])([F:19])[F:18]. Product: [F:29][C:26]1([F:30])[CH2:27][CH2:28][CH:23]([CH2:22][C:15]2[N:11]3[CH:10]=[C:9]([O:12][CH3:13])[C:4]([C:5]([O:7][CH3:8])=[O:6])=[CH:3][C:2]3=[N:1][C:16]=2[C:17]([F:18])([F:19])[F:20])[CH2:24][CH2:25]1. The catalyst class is: 51. (2) Product: [C:26]([C:22]1[CH:21]=[C:20]([CH:25]=[CH:24][CH:23]=1)[CH2:19][NH:18][C@H:15]1[CH2:14][S:13](=[O:31])(=[O:30])[CH2:12][C@@H:11]([CH2:10][C:8]2[CH:7]=[CH:6][C:5]([N+:32]([O-:34])=[O:33])=[C:4]([CH:9]=2)[C:3]([OH:35])=[O:2])[C@@H:16]1[OH:17])([CH3:29])([CH3:27])[CH3:28]. Reactant: C[O:2][C:3](=[O:35])[C:4]1[CH:9]=[C:8]([CH2:10][C@H:11]2[C@H:16]([OH:17])[C@@H:15]([NH:18][CH2:19][C:20]3[CH:25]=[CH:24][CH:23]=[C:22]([C:26]([CH3:29])([CH3:28])[CH3:27])[CH:21]=3)[CH2:14][S:13](=[O:31])(=[O:30])[CH2:12]2)[CH:7]=[CH:6][C:5]=1[N+:32]([O-:34])=[O:33].BrCC1C=CC([N+]([O-])=O)=C(C=1)C(OC)=O.[OH-].[Na+]. The catalyst class is: 49. (3) Reactant: [CH3:1][O:2][C:3](=[O:23])[C:4]1[CH:9]=[C:8]([N:10]2[CH2:15][CH2:14][S:13][CH2:12][CH2:11]2)[C:7]([C:16]([F:19])([F:18])[F:17])=[CH:6][C:5]=1[N+:20]([O-])=O. Product: [CH3:1][O:2][C:3](=[O:23])[C:4]1[CH:9]=[C:8]([N:10]2[CH2:15][CH2:14][S:13][CH2:12][CH2:11]2)[C:7]([C:16]([F:17])([F:18])[F:19])=[CH:6][C:5]=1[NH2:20]. The catalyst class is: 171. (4) Reactant: [C:1]([OH:12])(=[O:11])[CH:2]([C:5]1[CH:10]=[CH:9][CH:8]=[CH:7][CH:6]=1)[CH2:3][OH:4].COC1C=CC2C(=C([C@@H](O)[C@H]3N4C[C@H](C=C)[C@@H](CC4)C3)C=CN=2)C=1. Product: [OH:4][CH2:3][C@@H:2]([C:5]1[CH:10]=[CH:9][CH:8]=[CH:7][CH:6]=1)[C:1]([OH:12])=[O:11]. The catalyst class is: 8. (5) Reactant: [NH2:1][C:2](=[N:33][OH:34])[C:3]1[CH:4]=[C:5]2[C:10](=[CH:11][CH:12]=1)[C:9](=[O:13])[N:8]([CH2:14][CH:15]([CH3:17])[CH3:16])[C:7]([CH2:18][NH:19][C:20](=[O:26])[O:21][C:22]([CH3:25])([CH3:24])[CH3:23])=[C:6]2[C:27]1[CH:32]=[CH:31][CH:30]=[CH:29][CH:28]=1.N1C=CC=CC=1.Cl[C:42](=O)[C:43]([O:45][CH2:46][CH3:47])=[O:44]. Product: [C:22]([O:21][C:20]([NH:19][CH2:18][C:7]1[N:8]([CH2:14][CH:15]([CH3:17])[CH3:16])[C:9](=[O:13])[C:10]2[C:5]([C:6]=1[C:27]1[CH:28]=[CH:29][CH:30]=[CH:31][CH:32]=1)=[CH:4][C:3]([C:2]1[N:1]=[C:42]([C:43]([O:45][CH2:46][CH3:47])=[O:44])[O:34][N:33]=1)=[CH:12][CH:11]=2)=[O:26])([CH3:25])([CH3:23])[CH3:24]. The catalyst class is: 11. (6) Reactant: C(OC([N:8]1[CH2:20][C:19]2[S:18][C:17]3[N:16]=[CH:15][N:14]=[C:13]([NH:21][C:22]4[CH:27]=[CH:26][C:25]([O:28][CH2:29][C:30]5[CH:35]=[CH:34][CH:33]=[CH:32][N:31]=5)=[C:24]([Cl:36])[CH:23]=4)[C:12]=3[C:11]=2[CH2:10][CH2:9]1)=O)(C)(C)C.C(O)(C(F)(F)F)=O. Product: [Cl:36][C:24]1[CH:23]=[C:22]([NH:21][C:13]2[C:12]3[C:11]4[CH2:10][CH2:9][NH:8][CH2:20][C:19]=4[S:18][C:17]=3[N:16]=[CH:15][N:14]=2)[CH:27]=[CH:26][C:25]=1[O:28][CH2:29][C:30]1[CH:35]=[CH:34][CH:33]=[CH:32][N:31]=1. The catalyst class is: 2. (7) Reactant: [NH:1]1[C:5]2=[N:6][CH:7]=[N:8][C:9]([NH2:10])=[C:4]2[CH:3]=[N:2]1.[I:11]N1C(=O)CCC1=O. Product: [I:11][C:3]1[C:4]2[C:5](=[N:6][CH:7]=[N:8][C:9]=2[NH2:10])[NH:1][N:2]=1. The catalyst class is: 9.